From a dataset of NCI-60 drug combinations with 297,098 pairs across 59 cell lines. Regression. Given two drug SMILES strings and cell line genomic features, predict the synergy score measuring deviation from expected non-interaction effect. (1) Drug 2: C(CN)CNCCSP(=O)(O)O. Synergy scores: CSS=19.7, Synergy_ZIP=-5.15, Synergy_Bliss=-12.4, Synergy_Loewe=-40.1, Synergy_HSA=-14.3. Cell line: SNB-19. Drug 1: CC1=C2C(C(=O)C3(C(CC4C(C3C(C(C2(C)C)(CC1OC(=O)C(C(C5=CC=CC=C5)NC(=O)C6=CC=CC=C6)O)O)OC(=O)C7=CC=CC=C7)(CO4)OC(=O)C)O)C)OC(=O)C. (2) Drug 1: CC12CCC3C(C1CCC2O)C(CC4=C3C=CC(=C4)O)CCCCCCCCCS(=O)CCCC(C(F)(F)F)(F)F. Drug 2: CCC1=C2CN3C(=CC4=C(C3=O)COC(=O)C4(CC)O)C2=NC5=C1C=C(C=C5)O. Cell line: TK-10. Synergy scores: CSS=6.92, Synergy_ZIP=-0.949, Synergy_Bliss=4.40, Synergy_Loewe=-15.8, Synergy_HSA=-2.44.